Task: Predict the reactants needed to synthesize the given product.. Dataset: Full USPTO retrosynthesis dataset with 1.9M reactions from patents (1976-2016) (1) Given the product [CH3:45][O:46][C:47]1[CH:54]=[CH:53][C:50]([CH2:51][NH:52][C:2]2[C:7]([C:8]3[N:9]=[C:10]4[N:14]([CH:15]=3)[C:13]([CH2:16][N:17]3[CH2:22][CH2:21][O:20][CH2:19][CH2:18]3)=[CH:12][S:11]4)=[CH:6][CH:5]=[CH:4][N:3]=2)=[CH:49][CH:48]=1, predict the reactants needed to synthesize it. The reactants are: Cl[C:2]1[C:7]([C:8]2[N:9]=[C:10]3[N:14]([CH:15]=2)[C:13]([CH2:16][N:17]2[CH2:22][CH2:21][O:20][CH2:19][CH2:18]2)=[CH:12][S:11]3)=[CH:6][CH:5]=[CH:4][N:3]=1.BrC1C(C2N=C3N(C=2)C(CN2CCOCC2)=CS3)=CC=CN=1.[CH3:45][O:46][C:47]1[CH:54]=[CH:53][C:50]([CH2:51][NH2:52])=[CH:49][CH:48]=1. (2) Given the product [Cl:30][C:25]1[C:20]2[S:19][C:6]3[N:7]=[C:8]([N:13]4[CH2:14][CH2:15][O:16][CH2:17][CH2:18]4)[C:9]4[CH2:10][N:11]([CH3:12])[C:2]([CH3:1])([CH3:27])[CH2:3][C:4]=4[C:5]=3[C:21]=2[N:22]=[CH:23][N:24]=1, predict the reactants needed to synthesize it. The reactants are: [CH3:1][C:2]1([CH3:27])[N:11]([CH3:12])[CH2:10][C:9]2[C:8]([N:13]3[CH2:18][CH2:17][O:16][CH2:15][CH2:14]3)=[N:7][C:6]3[S:19][C:20]4[C:25](=O)[NH:24][CH:23]=[N:22][C:21]=4[C:5]=3[C:4]=2[CH2:3]1.P(Cl)(Cl)([Cl:30])=O. (3) Given the product [CH3:17][O:18][C:19](=[O:28])[C:20]1[CH:25]=[CH:24][C:23]([Cl:26])=[C:22]([NH:27][C:13]([C:11]2[C:10](=[O:16])[NH:9][C:7]3[N:8]=[C:3]([S:2][CH3:1])[N:4]=[CH:5][C:6]=3[CH:12]=2)=[O:15])[CH:21]=1, predict the reactants needed to synthesize it. The reactants are: [CH3:1][S:2][C:3]1[N:4]=[CH:5][C:6]2[CH:12]=[C:11]([C:13]([OH:15])=O)[C:10](=[O:16])[NH:9][C:7]=2[N:8]=1.[CH3:17][O:18][C:19](=[O:28])[C:20]1[CH:25]=[CH:24][C:23]([Cl:26])=[C:22]([NH2:27])[CH:21]=1.C(N(CC)CC)C.CN(C(ON1N=NC2C=CC=NC1=2)=[N+](C)C)C.F[P-](F)(F)(F)(F)F. (4) Given the product [CH2:24]([N:21]1[CH2:20][CH2:19][CH:18]([NH:17][C:16]([C@:12]2([CH2:31][C:32]([O:34][C:35]([CH3:37])([CH3:36])[CH3:38])=[O:33])[C@H:13]([CH3:15])[CH2:14][NH:10][CH2:11]2)=[O:30])[CH2:23][CH2:22]1)[CH2:25][CH2:26][CH2:27][CH2:28][CH3:29], predict the reactants needed to synthesize it. The reactants are: ClC1C=CC=C(Cl)C=1C[N:10]1[CH2:14][C@@H:13]([CH3:15])[C@@:12]([CH2:31][C:32]([O:34][C:35]([CH3:38])([CH3:37])[CH3:36])=[O:33])([C:16](=[O:30])[NH:17][CH:18]2[CH2:23][CH2:22][N:21]([CH2:24][CH2:25][CH2:26][CH2:27][CH2:28][CH3:29])[CH2:20][CH2:19]2)[CH2:11]1. (5) The reactants are: [F:1][C:2]1[CH:7]=[C:6]([N+:8]([O-])=O)[CH:5]=[CH:4][C:3]=1[N:11]1[CH2:16][CH2:15][CH2:14][CH2:13][CH2:12]1. Given the product [F:1][C:2]1[CH:7]=[C:6]([CH:5]=[CH:4][C:3]=1[N:11]1[CH2:16][CH2:15][CH2:14][CH2:13][CH2:12]1)[NH2:8], predict the reactants needed to synthesize it. (6) Given the product [Cl:9][C:10]1[CH:11]=[C:12]([I:1])[C:13]([OH:28])=[C:14]([CH2:16][C:17]2[N:22]=[C:21]([C:23]([O:25][CH2:26][CH3:27])=[O:24])[CH:20]=[CH:19][CH:18]=2)[CH:15]=1, predict the reactants needed to synthesize it. The reactants are: [I:1]N1C(=O)CCC1=O.[Cl:9][C:10]1[CH:11]=[CH:12][C:13]([OH:28])=[C:14]([CH2:16][C:17]2[N:22]=[C:21]([C:23]([O:25][CH2:26][CH3:27])=[O:24])[CH:20]=[CH:19][CH:18]=2)[CH:15]=1.